From a dataset of Catalyst prediction with 721,799 reactions and 888 catalyst types from USPTO. Predict which catalyst facilitates the given reaction. (1) Reactant: [C:1]([NH:8][C@H:9]([C:19]([O:21][C:22]([CH3:25])([CH3:24])[CH3:23])=[O:20])[CH2:10][CH2:11][C:12]([O:14][C:15]([CH3:18])([CH3:17])[CH3:16])=[O:13])([O:3][C:4]([CH3:7])([CH3:6])[CH3:5])=[O:2].C[Si]([N-][Si](C)(C)C)(C)C.[Li+].[N+:36]([C:39]1[CH:46]=[CH:45][C:42]([CH2:43]Br)=[CH:41][CH:40]=1)([O-:38])=[O:37]. Product: [C:4]([O:3][C:1]([NH:8][C@H:9]([C:19]([O:21][C:22]([CH3:25])([CH3:24])[CH3:23])=[O:20])[CH2:10][C@H:11]([CH2:43][C:42]1[CH:45]=[CH:46][C:39]([N+:36]([O-:38])=[O:37])=[CH:40][CH:41]=1)[C:12]([O:14][C:15]([CH3:16])([CH3:18])[CH3:17])=[O:13])=[O:2])([CH3:7])([CH3:6])[CH3:5]. The catalyst class is: 7. (2) Reactant: [NH2:1][C:2]1[CH:12]=[CH:11][C:5]([C:6]([O:8]CC)=[O:7])=[C:4]([O:13][CH3:14])[CH:3]=1.[OH-].[Na+]. Product: [NH2:1][C:2]1[CH:12]=[CH:11][C:5]([C:6]([OH:8])=[O:7])=[C:4]([O:13][CH3:14])[CH:3]=1. The catalyst class is: 5.